Predict the reactants needed to synthesize the given product. From a dataset of Full USPTO retrosynthesis dataset with 1.9M reactions from patents (1976-2016). (1) Given the product [CH:1]1([C@H:5]([N:7]([CH2:8][C:9]2[N:10]=[N:11][N:12]([CH2:14][C:15]3[CH:20]=[CH:19][C:18]([O:21][CH3:22])=[CH:17][C:16]=3[O:23][CH3:24])[CH:13]=2)[C:34](=[O:35])[O:36][CH2:37][CH:38]2[C:50]3[CH:49]=[CH:48][CH:47]=[CH:46][C:45]=3[C:44]3[C:39]2=[CH:40][CH:41]=[CH:42][CH:43]=3)[CH3:6])[CH2:4][CH2:3][CH2:2]1, predict the reactants needed to synthesize it. The reactants are: [CH:1]1([C@H:5]([NH:7][CH2:8][C:9]2[N:10]=[N:11][N:12]([CH2:14][C:15]3[CH:20]=[CH:19][C:18]([O:21][CH3:22])=[CH:17][C:16]=3[O:23][CH3:24])[CH:13]=2)[CH3:6])[CH2:4][CH2:3][CH2:2]1.CCN(C(C)C)C(C)C.[C:34](Cl)([O:36][CH2:37][CH:38]1[C:50]2[C:45](=[CH:46][CH:47]=[CH:48][CH:49]=2)[C:44]2[C:39]1=[CH:40][CH:41]=[CH:42][CH:43]=2)=[O:35]. (2) Given the product [CH:1]1([N:6]2[C:10]3[N:11]=[C:12]([NH:15][C:16]4[N:21]=[N:20][C:19]([N:22]5[CH2:23][CH2:24][NH:25][CH2:26][CH2:27]5)=[CH:18][CH:17]=4)[N:13]=[CH:14][C:9]=3[C:8]3[CH:35]=[CH:36][NH:37][C:38](=[O:39])[C:7]2=3)[CH2:2][CH2:3][CH2:4][CH2:5]1.[C:40]([OH:46])([C:42]([F:45])([F:44])[F:43])=[O:41], predict the reactants needed to synthesize it. The reactants are: [CH:1]1([N:6]2[C:10]3[N:11]=[C:12]([NH:15][C:16]4[N:21]=[N:20][C:19]([N:22]5[CH2:27][CH2:26][N:25](C(OC(C)(C)C)=O)[CH2:24][CH2:23]5)=[CH:18][CH:17]=4)[N:13]=[CH:14][C:9]=3[C:8]3[CH:35]=[CH:36][NH:37][C:38](=[O:39])[C:7]2=3)[CH2:5][CH2:4][CH2:3][CH2:2]1.[C:40]([OH:46])([C:42]([F:45])([F:44])[F:43])=[O:41].C(Cl)Cl. (3) Given the product [F:42][C:37]1[CH:36]=[C:35]([C:21]2[S:20][CH:19]([C:15]3[C:13]4[N:14]=[C:10]([C:6]5[CH:5]=[C:4]([CH:9]=[CH:8][CH:7]=5)[C:3]([OH:43])=[O:2])[O:11][C:12]=4[CH:18]=[CH:17][CH:16]=3)[N:23]([C:24](=[O:34])[C:25]3[C:26]([F:33])=[CH:27][C:28]([F:32])=[CH:29][C:30]=3[F:31])[N:22]=2)[CH:40]=[CH:39][C:38]=1[F:41], predict the reactants needed to synthesize it. The reactants are: C[O:2][C:3](=[O:43])[C:4]1[CH:9]=[CH:8][CH:7]=[C:6]([C:10]2[O:11][C:12]3[CH:18]=[CH:17][CH:16]=[C:15]([CH:19]4[N:23]([C:24](=[O:34])[C:25]5[C:30]([F:31])=[CH:29][C:28]([F:32])=[CH:27][C:26]=5[F:33])[N:22]=[C:21]([C:35]5[CH:40]=[CH:39][C:38]([F:41])=[C:37]([F:42])[CH:36]=5)[S:20]4)[C:13]=3[N:14]=2)[CH:5]=1.[Li+].[OH-].Cl. (4) Given the product [NH2:23][C:2]1[N:7]2[N:8]=[CH:9][CH:10]=[C:6]2[N:5]=[C:4]([CH2:11][CH:12]2[CH2:17][CH2:16][CH:15]([C:18]([O:20][CH2:21][CH3:22])=[O:19])[CH2:14][CH2:13]2)[CH:3]=1, predict the reactants needed to synthesize it. The reactants are: Cl[C:2]1[N:7]2[N:8]=[CH:9][CH:10]=[C:6]2[N:5]=[C:4]([CH2:11][CH:12]2[CH2:17][CH2:16][CH:15]([C:18]([O:20][CH2:21][CH3:22])=[O:19])[CH2:14][CH2:13]2)[CH:3]=1.[NH3:23]. (5) Given the product [CH2:1]([O:3][C:4](=[O:28])[CH:5]([O:24][CH:25]([CH3:27])[CH3:26])[CH2:6][C:7]1[CH:12]=[C:11]([CH2:13][NH:14][C:15]([O:17][C:18]([CH3:21])([CH3:20])[CH3:19])=[O:16])[C:10]([OH:22])=[C:9]([I:29])[CH:8]=1)[CH3:2], predict the reactants needed to synthesize it. The reactants are: [CH2:1]([O:3][C:4](=[O:28])[CH:5]([O:24][CH:25]([CH3:27])[CH3:26])[CH2:6][C:7]1[CH:12]=[C:11]([CH2:13][NH:14][C:15]([O:17][C:18]([CH3:21])([CH3:20])[CH3:19])=[O:16])[C:10]([OH:22])=[C:9](Br)[CH:8]=1)[CH3:2].[I:29]N1C(=O)CCC1=O.